This data is from Full USPTO retrosynthesis dataset with 1.9M reactions from patents (1976-2016). The task is: Predict the reactants needed to synthesize the given product. Given the product [CH3:27][O:26][C:24](=[O:25])[CH2:23][C:18]12[CH2:21][CH2:22][C:15]([C:12]3[CH:11]=[CH:10][C:9]([C:30]4[CH:31]=[CH:32][C:33]([NH2:36])=[CH:34][N:35]=4)=[CH:14][CH:13]=3)([CH2:20][CH2:19]1)[CH2:16][O:17]2, predict the reactants needed to synthesize it. The reactants are: CC1(C)C(C)(C)OB([C:9]2[CH:14]=[CH:13][C:12]([C:15]34[CH2:22][CH2:21][C:18]([CH2:23][C:24]([O:26][CH3:27])=[O:25])([CH2:19][CH2:20]3)[O:17][CH2:16]4)=[CH:11][CH:10]=2)O1.Br[C:30]1[N:35]=[CH:34][C:33]([NH2:36])=[CH:32][CH:31]=1.C(=O)([O-])[O-].[Na+].[Na+].